This data is from Forward reaction prediction with 1.9M reactions from USPTO patents (1976-2016). The task is: Predict the product of the given reaction. (1) Given the reactants [CH2:1]([N:8]1[C:20]2[CH:19]=[C:18]([C:21]([OH:23])=O)[CH:17]=[CH:16][C:15]=2[C:14]2[C:9]1=[CH:10][C:11]([C:26]1[C:27]([CH3:32])=[N:28][O:29][C:30]=1[CH3:31])=[CH:12][C:13]=2[C:24]#[N:25])[C:2]1[CH:7]=[CH:6][CH:5]=[CH:4][CH:3]=1.Cl.[CH3:34][NH:35][O:36][CH3:37].C(Cl)CCl.C1C=CC2N(O)N=NC=2C=1, predict the reaction product. The product is: [CH2:1]([N:8]1[C:20]2[CH:19]=[C:18]([C:21]([N:35]([O:36][CH3:37])[CH3:34])=[O:23])[CH:17]=[CH:16][C:15]=2[C:14]2[C:9]1=[CH:10][C:11]([C:26]1[C:27]([CH3:32])=[N:28][O:29][C:30]=1[CH3:31])=[CH:12][C:13]=2[C:24]#[N:25])[C:2]1[CH:7]=[CH:6][CH:5]=[CH:4][CH:3]=1. (2) Given the reactants Br[C:2]1[C:3]([C:16]2[CH:21]=[CH:20][CH:19]=[CH:18][CH:17]=2)=[N:4][C:5]2[C:10]([N:11]=1)=[CH:9][C:8]([C:12]([O:14][CH3:15])=[O:13])=[CH:7][CH:6]=2.[CH2:22]([NH:24][CH2:25][CH3:26])[CH3:23].CCN(C(C)C)C(C)C, predict the reaction product. The product is: [CH2:22]([N:24]([CH2:25][CH3:26])[C:2]1[C:3]([C:16]2[CH:21]=[CH:20][CH:19]=[CH:18][CH:17]=2)=[N:4][C:5]2[C:10]([N:11]=1)=[CH:9][C:8]([C:12]([O:14][CH3:15])=[O:13])=[CH:7][CH:6]=2)[CH3:23]. (3) The product is: [CH:1]([N:4]([CH:5]([CH3:7])[CH3:6])[C:16](=[O:18])[CH2:15][CH:14]([C:19]1[CH:24]=[CH:23][CH:22]=[CH:21][CH:20]=1)[C:13]1[CH:25]=[C:9]([CH3:8])[CH:10]=[CH:11][C:12]=1[OH:17])([CH3:3])[CH3:2]. Given the reactants [CH:1]([NH:4][CH:5]([CH3:7])[CH3:6])([CH3:3])[CH3:2].[CH3:8][C:9]1[CH:10]=[CH:11][C:12]2[O:17][C:16](=[O:18])[CH2:15][CH:14]([C:19]3[CH:24]=[CH:23][CH:22]=[CH:21][CH:20]=3)[C:13]=2[CH:25]=1, predict the reaction product. (4) Given the reactants [CH3:1][C:2]1[C:6]2[C:7](=[O:19])[N:8]([CH2:11][CH2:12][N:13]3[CH2:18][CH2:17][O:16][CH2:15][CH2:14]3)[CH2:9][CH2:10][C:5]=2[NH:4][C:3]=1[CH:20]=O.[OH:22][CH2:23][CH2:24][C:25]1[CH:33]=[CH:32][CH:31]=[C:30]2[C:26]=1[CH2:27][C:28](=[O:34])[NH:29]2, predict the reaction product. The product is: [OH:22][CH2:23][CH2:24][C:25]1[CH:33]=[CH:32][CH:31]=[C:30]2[C:26]=1[C:27](=[CH:20][C:3]1[NH:4][C:5]3[CH2:10][CH2:9][N:8]([CH2:11][CH2:12][N:13]4[CH2:14][CH2:15][O:16][CH2:17][CH2:18]4)[C:7](=[O:19])[C:6]=3[C:2]=1[CH3:1])[C:28](=[O:34])[NH:29]2. (5) Given the reactants [CH2:1]([O:3][C:4]([C:6]1[CH:10]=[C:9]([CH3:11])[N:8]([CH2:12][C:13]([O:15]CC2C=CC=CC=2)=[O:14])[N:7]=1)=[O:5])[CH3:2], predict the reaction product. The product is: [CH2:1]([O:3][C:4]([C:6]1[CH:10]=[C:9]([CH3:11])[N:8]([CH2:12][C:13]([OH:15])=[O:14])[N:7]=1)=[O:5])[CH3:2]. (6) Given the reactants C(OC([N:8]1[CH2:13][CH2:12][CH:11]([CH2:14][O:15][C:16]2[CH:25]=[C:24]3[C:19]([C:20]([NH:26][C:27]4[C:32]([F:33])=[CH:31][C:30]([Cl:34])=[CH:29][C:28]=4[F:35])=[N:21][CH:22]=[N:23]3)=[CH:18][C:17]=2[O:36][CH3:37])[CH2:10][CH2:9]1)=O)(C)(C)C.C(O)(C(F)(F)F)=O, predict the reaction product. The product is: [Cl:34][C:30]1[CH:31]=[C:32]([F:33])[C:27]([NH:26][C:20]2[C:19]3[C:24](=[CH:25][C:16]([O:15][CH2:14][CH:11]4[CH2:12][CH2:13][NH:8][CH2:9][CH2:10]4)=[C:17]([O:36][CH3:37])[CH:18]=3)[N:23]=[CH:22][N:21]=2)=[C:28]([F:35])[CH:29]=1. (7) The product is: [O:14]=[C:13]1[N:9]([C:5]2[CH:4]=[C:3]([CH:8]=[CH:7][N:6]=2)[C:1]([OH:24])=[O:21])[NH:10][CH:11]=[C:12]1[C:15]1[CH:16]=[N:17][CH:18]=[CH:19][CH:20]=1. Given the reactants [C:1]([C:3]1[CH:8]=[CH:7][N:6]=[C:5]([N:9]2[C:13](=[O:14])[C:12]([C:15]3[CH:16]=[N:17][CH:18]=[CH:19][CH:20]=3)=[CH:11][NH:10]2)[CH:4]=1)#N.[OH-:21].[Na+].Cl.[OH2:24], predict the reaction product. (8) Given the reactants [CH2:1]([CH:3]([CH2:7][CH2:8][CH2:9][CH3:10])[C:4]([O-:6])=[O:5])[CH3:2].[La+3:11].[CH2:12]([CH:14]([CH2:18][CH2:19][CH2:20][CH3:21])[C:15]([O-:17])=[O:16])[CH3:13].[CH2:22]([CH:24]([CH2:28][CH2:29][CH2:30][CH3:31])[C:25]([O-:27])=[O:26])[CH3:23].[CH2:32]([O:36][CH2:37][CH2:38][OH:39])[CH2:33][CH2:34][CH3:35], predict the reaction product. The product is: [C:3]1([CH3:1])[CH:4]=[CH:10][CH:9]=[CH:8][CH:7]=1.[CH2:32]([O:36][CH2:37][CH2:38][OH:39])[CH2:33][CH2:34][CH3:35].[CH2:12]([CH:14]([CH2:18][CH2:19][CH2:20][CH3:21])[C:15]([O-:17])=[O:16])[CH3:13].[La+3:11].[CH2:22]([CH:24]([CH2:28][CH2:29][CH2:30][CH3:31])[C:25]([O-:27])=[O:26])[CH3:23].[CH2:1]([CH:3]([CH2:7][CH2:8][CH2:9][CH3:10])[C:4]([O-:6])=[O:5])[CH3:2]. (9) The product is: [C:1]1([C:7]([C:17]2[CH:22]=[CH:21][C:20]([CH:23]=[CH:24][C:25]([NH:39][S:36]([CH2:35][C:32]3[CH:31]=[CH:30][C:29]([F:28])=[CH:34][CH:33]=3)(=[O:37])=[O:38])=[O:26])=[CH:19][CH:18]=2)=[C:8]([C:11]2[CH:16]=[CH:15][CH:14]=[CH:13][CH:12]=2)[CH2:9][CH3:10])[CH:2]=[CH:3][CH:4]=[CH:5][CH:6]=1. Given the reactants [C:1]1(/[C:7](/[C:17]2[CH:22]=[CH:21][C:20]([CH:23]=[CH:24][C:25](O)=[O:26])=[CH:19][CH:18]=2)=[C:8](/[C:11]2[CH:16]=[CH:15][CH:14]=[CH:13][CH:12]=2)\[CH2:9][CH3:10])[CH:6]=[CH:5][CH:4]=[CH:3][CH:2]=1.[F:28][C:29]1[CH:34]=[CH:33][C:32]([CH2:35][S:36]([NH2:39])(=[O:38])=[O:37])=[CH:31][CH:30]=1, predict the reaction product.